This data is from Reaction yield outcomes from USPTO patents with 853,638 reactions. The task is: Predict the reaction yield, written as a fraction of the theoretical maximum amount of product (1.0 means a 100% yield; for example, 0.34 means a 34% yield). (1) The reactants are [Cl:1][C:2]1[CH:7]=[CH:6][C:5]([N:8]2[C:16]([CH:17]([CH:21]3[CH2:26][CH2:25][CH2:24][CH2:23][CH2:22]3)[C:18](O)=[O:19])=[C:15]3[C:10]([CH2:11][CH2:12][CH2:13][CH2:14]3)=[N:9]2)=[CH:4][CH:3]=1.CCN(C(C)C)C(C)C.CN(C(ON1N=NC2C=CC=NC1=2)=[N+](C)C)C.F[P-](F)(F)(F)(F)F.[NH2:60][C@H:61]1[CH2:66][CH2:65][C@H:64]([OH:67])[CH2:63][CH2:62]1. The catalyst is CN(C=O)C. The product is [Cl:1][C:2]1[CH:3]=[CH:4][C:5]([N:8]2[C:16]([CH:17]([CH:21]3[CH2:26][CH2:25][CH2:24][CH2:23][CH2:22]3)[C:18]([NH:60][C@H:61]3[CH2:66][CH2:65][C@H:64]([OH:67])[CH2:63][CH2:62]3)=[O:19])=[C:15]3[C:10]([CH2:11][CH2:12][CH2:13][CH2:14]3)=[N:9]2)=[CH:6][CH:7]=1. The yield is 0.240. (2) The reactants are [O:1]1[C:5]2[CH:6]=[CH:7][CH:8]=[CH:9][C:4]=2[CH:3]=[C:2]1[CH:10]1[CH2:15][CH2:14][CH:13]([C:16]([OH:18])=O)[CH2:12][CH2:11]1.Cl.CN(C)CCCN=C=NCC.[C:31]1([S:41]([NH2:44])(=[O:43])=[O:42])[C:32]([S:37]([NH2:40])(=[O:39])=[O:38])=[CH:33][CH:34]=[CH:35][CH:36]=1. The catalyst is CN(C)C1C=CN=CC=1.CN(C)C=O. The product is [O:1]1[C:5]2[CH:6]=[CH:7][CH:8]=[CH:9][C:4]=2[CH:3]=[C:2]1[CH:10]1[CH2:11][CH2:12][CH:13]([C:16]([NH:44][S:41]([C:31]2[CH:36]=[CH:35][CH:34]=[CH:33][C:32]=2[S:37](=[O:39])(=[O:38])[NH2:40])(=[O:43])=[O:42])=[O:18])[CH2:14][CH2:15]1. The yield is 0.380.